Dataset: Catalyst prediction with 721,799 reactions and 888 catalyst types from USPTO. Task: Predict which catalyst facilitates the given reaction. Reactant: [CH2:1]([N:3]([C:9]1[CH:14]=[CH:13][CH:12]=[CH:11][CH:10]=1)[CH2:4][CH:5]([NH2:8])[CH2:6][NH2:7])[CH3:2].[C:15](O)(=O)C.C(N)=N. Product: [N:7]1[CH2:6][CH:5]([CH2:4][N:3]([CH2:1][CH3:2])[C:9]2[CH:10]=[CH:11][CH:12]=[CH:13][CH:14]=2)[NH:8][CH:15]=1. The catalyst class is: 8.